From a dataset of Retrosynthesis with 50K atom-mapped reactions and 10 reaction types from USPTO. Predict the reactants needed to synthesize the given product. (1) Given the product CC(=O)Nc1ccccc1-c1ccc2c(c1)Oc1ccccc1C2C1CCNCC1, predict the reactants needed to synthesize it. The reactants are: CC(=O)Nc1ccccc1-c1ccc2c(c1)Oc1ccccc1C2C1CCN(C(=O)C(F)(F)F)CC1. (2) Given the product CC(=O)Nc1c(C)cc(O)c(C)c1C, predict the reactants needed to synthesize it. The reactants are: CC(=O)Nc1c(C)cc(OC(C)=O)c(C)c1C. (3) Given the product CC(C)C#Cc1ccccc1N, predict the reactants needed to synthesize it. The reactants are: C#CC(C)C.Nc1ccccc1I.